Task: Predict the product of the given reaction.. Dataset: Forward reaction prediction with 1.9M reactions from USPTO patents (1976-2016) (1) Given the reactants [C:1]([O:4][CH2:5][CH2:6][O:7][C:8]1[CH:9]=[CH:10][CH:11]=[C:12]2[C:17]=1[N:16]=[C:15]([CH3:18])[CH:14]=[CH:13]2)(=[O:3])[CH3:2].[Se](=O)=[O:20], predict the reaction product. The product is: [C:1]([O:4][CH2:5][CH2:6][O:7][C:8]1[CH:9]=[CH:10][CH:11]=[C:12]2[C:17]=1[N:16]=[C:15]([CH:18]=[O:20])[CH:14]=[CH:13]2)(=[O:3])[CH3:2]. (2) Given the reactants [NH2:1][C:2]1[N:3]=[CH:4][N:5]([CH2:11][C:12]2[CH:17]=[CH:16][CH:15]=[CH:14][CH:13]=2)[C:6]=1[S:7]([NH2:10])(=[O:9])=[O:8].[CH2:18]([N:25]1[C:34]2[C:29](=[CH:30][CH:31]=[CH:32][CH:33]=2)[C:28](=[O:35])[C:27](=[C:36](SC)SC)[C:26]1=[O:41])[C:19]1[CH:24]=[CH:23][CH:22]=[CH:21][CH:20]=1, predict the reaction product. The product is: [CH2:18]([N:25]1[C:34]2[C:29](=[CH:30][CH:31]=[CH:32][CH:33]=2)[C:28]([OH:35])=[C:27]([C:36]2[NH:1][C:2]3[N:3]=[CH:4][N:5]([CH2:11][C:12]4[CH:13]=[CH:14][CH:15]=[CH:16][CH:17]=4)[C:6]=3[S:7](=[O:9])(=[O:8])[N:10]=2)[C:26]1=[O:41])[C:19]1[CH:20]=[CH:21][CH:22]=[CH:23][CH:24]=1. (3) Given the reactants [Cl:1][C:2]1[N:10]=[C:9]2[C:5]([NH:6][CH:7]=[N:8]2)=[C:4]([Cl:11])[N:3]=1.[C:12]1([CH3:21])[CH:17]=[CH:16][CH:15]=[C:14](B(O)O)[CH:13]=1.N1C2C(=CC=C3C=2N=CC=C3)C=CC=1, predict the reaction product. The product is: [Cl:1][C:2]1[N:10]=[C:9]2[C:5]([N:6]=[CH:7][N:8]2[C:14]2[CH:15]=[CH:16][CH:17]=[C:12]([CH3:21])[CH:13]=2)=[C:4]([Cl:11])[N:3]=1. (4) Given the reactants [NH2:1][C:2]1[CH:12]=[CH:11][C:5]([C:6]([O:8][CH2:9][CH3:10])=[O:7])=[CH:4][CH:3]=1.C(N=C=NC(C)C)(C)C.[Cl:22][C:23]1[CH:24]=[CH:25][C:26]([C:44]#[N:45])=[C:27]([C:29]2[C:34]([O:35][CH3:36])=[CH:33][N:32]([CH:37]([CH2:41][CH3:42])[C:38](O)=[O:39])[C:31](=[O:43])[CH:30]=2)[CH:28]=1.C(OC)(C)(C)C, predict the reaction product. The product is: [Cl:22][C:23]1[CH:24]=[CH:25][C:26]([C:44]#[N:45])=[C:27]([C:29]2[C:34]([O:35][CH3:36])=[CH:33][N:32]([CH:37]([CH2:41][CH3:42])[C:38]([NH:1][C:2]3[CH:3]=[CH:4][C:5]([C:6]([O:8][CH2:9][CH3:10])=[O:7])=[CH:11][CH:12]=3)=[O:39])[C:31](=[O:43])[CH:30]=2)[CH:28]=1. (5) Given the reactants [CH2:1]([OH:5])[CH2:2][C:3]#[CH:4].I[C:7]1[N:29]([S:30]([C:33]2[CH:38]=[CH:37][CH:36]=[CH:35][CH:34]=2)(=[O:32])=[O:31])[C:10]2=[N:11][CH:12]=[CH:13][C:14]([C:15]3[CH:20]=[CH:19][C:18]([S:21]([N:24]4[CH2:28][CH2:27][CH2:26][CH2:25]4)(=[O:23])=[O:22])=[CH:17][CH:16]=3)=[C:9]2[CH:8]=1, predict the reaction product. The product is: [C:33]1([S:30]([N:29]2[C:10]3=[N:11][CH:12]=[CH:13][C:14]([C:15]4[CH:16]=[CH:17][C:18]([S:21]([N:24]5[CH2:28][CH2:27][CH2:26][CH2:25]5)(=[O:22])=[O:23])=[CH:19][CH:20]=4)=[C:9]3[CH:8]=[C:7]2[C:4]#[C:3][CH2:2][CH2:1][OH:5])(=[O:32])=[O:31])[CH:34]=[CH:35][CH:36]=[CH:37][CH:38]=1. (6) Given the reactants [N+:1]([C:4]1[CH:5]=[C:6]([CH:15]=[CH:16][CH:17]=1)[O:7][C:8]1[CH:13]=[CH:12][N:11]=[C:10]([NH2:14])[CH:9]=1)([O-:3])=[O:2].[N:18]([C:21](OCC)=O)=C=S.[Cl-].O[NH3+].C([N:32](CC)C(C)C)(C)C, predict the reaction product. The product is: [N+:1]([C:4]1[CH:5]=[C:6]([CH:15]=[CH:16][CH:17]=1)[O:7][C:8]1[CH:13]=[CH:12][N:11]2[N:32]=[C:21]([NH2:18])[N:14]=[C:10]2[CH:9]=1)([O-:3])=[O:2]. (7) Given the reactants B.O1CCCC1.[CH2:7]([N:14]1[C:19](=[O:20])[C:18]([CH3:21])=[C:17]2[S:22][CH:23]=[CH:24][N:16]2[C:15]1=[O:25])[C:8]1[CH:13]=[CH:12][CH:11]=[CH:10][CH:9]=1.C[Si](C)(C)N[Si](C)(C)C.[Li].[Cl:36][C:37]1[CH:38]=[C:39]([CH:44]=[CH:45][C:46]=1[Cl:47])[CH2:40][N:41]=[C:42]=[O:43], predict the reaction product. The product is: [Cl:36][C:37]1[CH:38]=[C:39]([CH:44]=[CH:45][C:46]=1[Cl:47])[CH2:40][NH:41][C:42]([C:23]1[S:22][C:17]2[N:16]([C:15](=[O:25])[N:14]([CH2:7][C:8]3[CH:9]=[CH:10][CH:11]=[CH:12][CH:13]=3)[C:19](=[O:20])[C:18]=2[CH3:21])[CH:24]=1)=[O:43]. (8) Given the reactants C(OC([NH:8][CH2:9][C:10]1[N:11]([CH2:33][CH:34]([CH3:36])[CH3:35])[C:12](=[O:32])[C:13]2[C:18]([C:19]=1[C:20]1[CH:25]=[CH:24][C:23]([F:26])=[CH:22][CH:21]=1)=[CH:17][C:16](/[CH:27]=[CH:28]/[C:29]([NH2:31])=[O:30])=[CH:15][CH:14]=2)=O)(C)(C)C.[ClH:37], predict the reaction product. The product is: [ClH:37].[NH2:8][CH2:9][C:10]1[N:11]([CH2:33][CH:34]([CH3:36])[CH3:35])[C:12](=[O:32])[C:13]2[C:18]([C:19]=1[C:20]1[CH:21]=[CH:22][C:23]([F:26])=[CH:24][CH:25]=1)=[CH:17][C:16](/[CH:27]=[CH:28]/[C:29]([NH2:31])=[O:30])=[CH:15][CH:14]=2.